Predict the product of the given reaction. From a dataset of Forward reaction prediction with 1.9M reactions from USPTO patents (1976-2016). (1) Given the reactants [CH3:1][O:2][C:3]1[CH:8]=[CH:7][C:6]([CH2:9]O)=[C:5]([CH3:11])[CH:4]=1.C(N(CC)CC)C.CS([Cl:23])(=O)=O, predict the reaction product. The product is: [Cl:23][CH2:9][C:6]1[CH:7]=[CH:8][C:3]([O:2][CH3:1])=[CH:4][C:5]=1[CH3:11]. (2) Given the reactants [S:1]1[CH:5]=[CH:4][C:3]([C:6]([OH:8])=[O:7])=[CH:2]1.C[Si]([N-][Si](C)(C)C)(C)C.[Li+].[CH:19](=O)[C:20]1[CH:25]=[CH:24][CH:23]=[CH:22][CH:21]=1.Cl.S(Cl)(C1C=CC(C)=CC=1)(=O)=O.C([O-])(O)=O.[Na+], predict the reaction product. The product is: [C:20]1([CH:19]2[C:2]3[S:1][CH:5]=[CH:4][C:3]=3[C:6](=[O:8])[O:7]2)[CH:25]=[CH:24][CH:23]=[CH:22][CH:21]=1. (3) Given the reactants [CH3:1][C:2]1[NH:7][CH:6]=[C:5]([C:8](O)=[O:9])[C:4](=[O:11])[C:3]=1[C:12]1[CH:17]=[CH:16][CH:15]=[C:14]([C:18]([F:21])([F:20])[F:19])[CH:13]=1.[CH3:22][N:23](C(ON1N=NC2C=CC=CC1=2)=[N+](C)C)C.F[P-](F)(F)(F)(F)F.CCN(C(C)C)C(C)C.CN, predict the reaction product. The product is: [CH3:22][NH:23][C:8]([C:5]1[C:4](=[O:11])[C:3]([C:12]2[CH:17]=[CH:16][CH:15]=[C:14]([C:18]([F:21])([F:20])[F:19])[CH:13]=2)=[C:2]([CH3:1])[NH:7][CH:6]=1)=[O:9]. (4) Given the reactants [Br:1][C:2]1[CH:3]=[CH:4][CH:5]=[C:6]2[C:10]=1[NH:9][C:8]([CH3:11])=[CH:7]2.[F:12][C:13]1[CH:18]=[CH:17][C:16]([C:19](O)([CH2:22][CH3:23])[CH2:20][CH3:21])=[CH:15][CH:14]=1.FC(F)(F)C(O)=O.C(=O)(O)[O-].[Na+], predict the reaction product. The product is: [Br:1][C:2]1[CH:3]=[CH:4][CH:5]=[C:6]2[C:10]=1[NH:9][C:8]([CH3:11])=[C:7]2[C:19]([CH2:22][CH3:23])([C:16]1[CH:15]=[CH:14][C:13]([F:12])=[CH:18][CH:17]=1)[CH2:20][CH3:21]. (5) Given the reactants [C:1]([O:5][C:6]([NH:8][C@@H:9]([CH2:14][CH2:15][O:16][C@@H:17]([C@@H:26]([CH2:39][C:40]1[CH:45]=[CH:44][C:43]([F:46])=[CH:42][CH:41]=1)[C@@H:27]([O:29]CC1C=CC(OC)=CC=1)[CH3:28])[CH2:18][CH2:19][C:20]1[CH:25]=[CH:24][CH:23]=[CH:22][CH:21]=1)[C:10]([O:12][CH3:13])=[O:11])=[O:7])([CH3:4])([CH3:3])[CH3:2].ClC1C(=O)C(C#N)=C(C#N)C(=O)C=1Cl.[OH-].[Na+], predict the reaction product. The product is: [C:1]([O:5][C:6]([NH:8][C@@H:9]([CH2:14][CH2:15][O:16][C@@H:17]([C@@H:26]([CH2:39][C:40]1[CH:45]=[CH:44][C:43]([F:46])=[CH:42][CH:41]=1)[C@@H:27]([OH:29])[CH3:28])[CH2:18][CH2:19][C:20]1[CH:25]=[CH:24][CH:23]=[CH:22][CH:21]=1)[C:10]([O:12][CH3:13])=[O:11])=[O:7])([CH3:2])([CH3:3])[CH3:4]. (6) Given the reactants [F:1][C:2]1[CH:17]=[CH:16][C:5]([CH2:6][N:7]2[C:11](=[O:12])[CH2:10][CH2:9][C@@H:8]2[C:13]([OH:15])=O)=[CH:4][CH:3]=1.[NH2:18][CH:19]([CH2:25][C:26]1[CH:31]=[CH:30][CH:29]=[CH:28][CH:27]=1)[CH:20]([OH:24])[C:21]([NH2:23])=[O:22].O[NH-].O=[N-], predict the reaction product. The product is: [NH2:23][C:21](=[O:22])[C:20](=[O:24])[CH:19]([NH:18][C:13]([C@H:8]1[CH2:9][CH2:10][C:11](=[O:12])[N:7]1[CH2:6][C:5]1[CH:4]=[CH:3][C:2]([F:1])=[CH:17][CH:16]=1)=[O:15])[CH2:25][C:26]1[CH:27]=[CH:28][CH:29]=[CH:30][CH:31]=1. (7) Given the reactants [S:1]1[CH:5]=[CH:4][N:3]=[C:2]1SC1C=C(C=CC=1)C(OC)=O.Cl[C:18]1[CH:23]=[CH:22][CH:21]=[C:20]([C:24]([O:26]O)=[O:25])[CH:19]=1.[S:28]([O-:31])(O)=[O:29].[Na+].[C:33](OCC)(=O)C, predict the reaction product. The product is: [S:1]1[CH:5]=[CH:4][N:3]=[C:2]1[S:28]([C:18]1[CH:19]=[C:20]([CH:21]=[CH:22][CH:23]=1)[C:24]([O:26][CH3:33])=[O:25])(=[O:31])=[O:29]. (8) Given the reactants [CH3:1][O:2][CH2:3][CH2:4][O:5][CH2:6][CH2:7][O:8][C:9](=[O:20])[C@H:10]([CH3:19])[NH:11][C:12]([O:14][C:15]([CH3:18])([CH3:17])[CH3:16])=[O:13].[CH3:21][O:22][CH2:23][CH2:24][O:25][CH2:26]COCCO.C(N[C@H](C(O)=O)C)(OC(C)(C)C)=O.C1CCC(N=C=NC2CCCCC2)CC1, predict the reaction product. The product is: [CH3:21][O:22][CH2:23][CH2:24][O:25][CH2:26][CH2:1][O:2][CH2:3][CH2:4][O:5][CH2:6][CH2:7][O:8][C:9](=[O:20])[C@H:10]([CH3:19])[NH:11][C:12]([O:14][C:15]([CH3:16])([CH3:18])[CH3:17])=[O:13]. (9) Given the reactants C(O)(C(F)(F)F)=O.[CH3:8][O:9][C:10]1[N:15]=[CH:14][C:13]([NH:16][C:17]2[N:22]=[CH:21][C:20]([CH2:23][N:24]3[CH2:29][CH2:28][N:27](C(OC(C)(C)C)=O)[CH2:26][CH2:25]3)=[CH:19][C:18]=2[C:37]2[N:45]=[C:44]([CH3:46])[N:43]=[C:42]3[C:38]=2[N:39]=[CH:40][N:41]3C2CCCCO2)=[CH:12][CH:11]=1.C(Cl)Cl, predict the reaction product. The product is: [CH3:8][O:9][C:10]1[N:15]=[CH:14][C:13]([NH:16][C:17]2[C:18]([C:37]3[N:45]=[C:44]([CH3:46])[N:43]=[C:42]4[C:38]=3[N:39]=[CH:40][NH:41]4)=[CH:19][C:20]([CH2:23][N:24]3[CH2:25][CH2:26][NH:27][CH2:28][CH2:29]3)=[CH:21][N:22]=2)=[CH:12][CH:11]=1. (10) The product is: [C:3]([C:2]([C:1]#[N:5])=[CH:6][C:8]1[CH:9]=[CH:10][C:11]([OH:17])=[C:12]([CH:16]=1)[C:13]([OH:15])=[O:14])#[N:4]. Given the reactants [C:1](#[N:5])[CH2:2][C:3]#[N:4].[CH:6]([C:8]1[CH:16]=[C:12]([C:13]([OH:15])=[O:14])[C:11]([OH:17])=[CH:10][CH:9]=1)=O.C(N)C1C=CC=CC=1, predict the reaction product.